This data is from Peptide-MHC class I binding affinity with 185,985 pairs from IEDB/IMGT. The task is: Regression. Given a peptide amino acid sequence and an MHC pseudo amino acid sequence, predict their binding affinity value. This is MHC class I binding data. (1) The peptide sequence is AVDWYQQRI. The MHC is HLA-A02:03 with pseudo-sequence HLA-A02:03. The binding affinity (normalized) is 0.0847. (2) The peptide sequence is YVFPVIFSK. The MHC is HLA-A32:01 with pseudo-sequence HLA-A32:01. The binding affinity (normalized) is 0.